Dataset: Full USPTO retrosynthesis dataset with 1.9M reactions from patents (1976-2016). Task: Predict the reactants needed to synthesize the given product. (1) Given the product [CH3:1][N:2]1[C:7](=[O:8])[CH:6]=[C:5]([NH:9][C:10]2[CH:15]=[CH:14][C:13]([C:16]3[N:17]=[C:18]([N:33]4[CH2:38][CH2:37][O:36][CH2:35][C@@H:34]4[CH3:39])[C:19]4[CH2:25][CH2:24][NH:23][CH2:22][C:20]=4[N:21]=3)=[CH:12][CH:11]=2)[NH:4][C:3]1=[O:40], predict the reactants needed to synthesize it. The reactants are: [CH3:1][N:2]1[C:7](=[O:8])[CH:6]=[C:5]([NH:9][C:10]2[CH:15]=[CH:14][C:13]([C:16]3[N:17]=[C:18]([N:33]4[CH2:38][CH2:37][O:36][CH2:35][C@@H:34]4[CH3:39])[C:19]4[CH2:25][CH2:24][N:23](C(OC(C)(C)C)=O)[CH2:22][C:20]=4[N:21]=3)=[CH:12][CH:11]=2)[NH:4][C:3]1=[O:40].Cl. (2) Given the product [CH2:23]([O:25][CH:26]([O:32][CH2:33][CH3:34])[C:27](=[O:28])[CH2:11][C:10](=[O:12])[CH2:9][C:8]([NH:14][C:15](=[O:22])[C:16]1[CH:17]=[CH:18][CH:19]=[CH:20][CH:21]=1)([CH3:7])[CH3:13])[CH3:24], predict the reactants needed to synthesize it. The reactants are: CC(C)([O-])C.[Na+].[CH3:7][C:8]([NH:14][C:15](=[O:22])[C:16]1[CH:21]=[CH:20][CH:19]=[CH:18][CH:17]=1)([CH3:13])[CH2:9][C:10](=[O:12])[CH3:11].[CH2:23]([O:25][CH:26]([O:32][CH2:33][CH3:34])[C:27](OCC)=[O:28])[CH3:24]. (3) Given the product [CH3:9][C:4]1[C:5]([OH:6])=[N:7][O:10][C:3]=1[C:2]([F:12])([F:11])[F:1], predict the reactants needed to synthesize it. The reactants are: [F:1][C:2]([F:12])([F:11])[C:3](=[O:10])[CH:4]([CH3:9])[C:5]([NH:7]O)=[O:6].O. (4) Given the product [Cl:1][C:2]1[CH:28]=[CH:27][C:5]([CH2:6][N:7]2[C:15]3[C:10](=[CH:11][C:12]([CH:16]=[C:17]4[S:21][C:20]([N:33]5[CH2:39][CH2:38][CH2:37][CH2:36][CH:35]([NH:40][CH3:41])[CH2:34]5)=[N:19][C:18]4=[O:26])=[CH:13][CH:14]=3)[CH:9]=[N:8]2)=[C:4]([C:29]([F:30])([F:32])[F:31])[CH:3]=1, predict the reactants needed to synthesize it. The reactants are: [Cl:1][C:2]1[CH:28]=[CH:27][C:5]([CH2:6][N:7]2[C:15]3[C:10](=[CH:11][C:12]([CH:16]=[C:17]4[S:21][C:20](SCCC)=[N:19][C:18]4=[O:26])=[CH:13][CH:14]=3)[CH:9]=[N:8]2)=[C:4]([C:29]([F:32])([F:31])[F:30])[CH:3]=1.[NH:33]1[CH2:39][CH2:38][CH2:37][CH2:36][CH:35]([NH:40][CH3:41])[CH2:34]1. (5) Given the product [Cl:1][C:2]1[C:3]([CH3:12])=[N:4][C:5]2[N:6]([N:9]=[CH:10][CH:11]=2)[C:7]=1[F:31], predict the reactants needed to synthesize it. The reactants are: [Cl:1][C:2]1[C:3]([CH3:12])=[N:4][C:5]2[N:6]([N:9]=[CH:10][CH:11]=2)[C:7]=1Cl.C1OCCOCCOCCOCCOCCOC1.[F-:31].[K+].O.